From a dataset of Full USPTO retrosynthesis dataset with 1.9M reactions from patents (1976-2016). Predict the reactants needed to synthesize the given product. (1) Given the product [Cl:1][C:2]1[CH:10]=[CH:9][C:5]([C:6]([C:24]2[N:20]([CH3:19])[C:21]([CH2:31][C:32]([O:34][CH2:35][CH3:36])=[O:33])=[C:22]([C:26]([O:28][CH2:29][CH3:30])=[O:27])[C:23]=2[CH3:25])=[O:7])=[CH:4][CH:3]=1, predict the reactants needed to synthesize it. The reactants are: [Cl:1][C:2]1[CH:10]=[CH:9][C:5]([C:6](Cl)=[O:7])=[CH:4][CH:3]=1.[Cl-].[Al+3].[Cl-].[Cl-].ClC(Cl)C.[CH3:19][N:20]1[CH:24]=[C:23]([CH3:25])[C:22]([C:26]([O:28][CH2:29][CH3:30])=[O:27])=[C:21]1[CH2:31][C:32]([O:34][CH2:35][CH3:36])=[O:33]. (2) Given the product [O:18]=[C:19]1[CH2:15][CH2:16][CH2:17][CH2:7][CH:6]1[S:1]([NH2:2])(=[O:4])=[O:3], predict the reactants needed to synthesize it. The reactants are: [S:1](Cl)(=[O:4])(=[O:3])[NH2:2].[CH3:6][CH2:7]N(C(C)C)C(C)C.[CH2:15]1[CH2:19][O:18][CH2:17][CH2:16]1. (3) Given the product [F:26][CH:24]([F:25])[C:21]([OH:22])([CH2:20][C:19]([C:17]1[CH:18]=[C:13]([F:12])[CH:14]=[CH:15][C:16]=1[O:29][CH3:30])([CH3:28])[CH3:27])[CH2:23][N:5]1[C:6]2[C:11](=[CH:10][CH:9]=[CH:8][CH:7]=2)[C:2](=[O:1])[CH:3]=[CH:4]1, predict the reactants needed to synthesize it. The reactants are: [OH:1][C:2]1[C:11]2[C:6](=[CH:7][CH:8]=[CH:9][CH:10]=2)[N:5]=[CH:4][CH:3]=1.[F:12][C:13]1[CH:14]=[CH:15][C:16]([O:29][CH3:30])=[C:17]([C:19]([CH3:28])([CH3:27])[CH2:20][C:21]2([CH:24]([F:26])[F:25])[CH2:23][O:22]2)[CH:18]=1.C[Si]([N-][Si](C)(C)C)(C)C.[Na+]. (4) Given the product [Cl:17][C:18]1[C:19]([N:25]2[C:29]([C:30]([OH:5])=[O:31])=[CH:28][C:27]([C:33]([F:36])([F:35])[F:34])=[N:26]2)=[N:20][CH:21]=[C:22]([Cl:24])[CH:23]=1, predict the reactants needed to synthesize it. The reactants are: NC1C(C)=CC(Cl)=CC=1C(NC)=[O:5].ClCCl.[Cl:17][C:18]1[C:19]([N:25]2[C:29]([C:30](Cl)=[O:31])=[CH:28][C:27]([C:33]([F:36])([F:35])[F:34])=[N:26]2)=[N:20][CH:21]=[C:22]([Cl:24])[CH:23]=1.C(N(CC)CC)C. (5) The reactants are: [F:1][C:2]([F:7])([F:6])[C:3]([O-:5])=[O:4].Cl[C:9]1[N:14]=[N:13][C:12]([CH2:15][C:16]2[CH:17]=[CH:18][C:19]([F:31])=[C:20]([CH:30]=2)[C:21]([N:23]2[CH2:29][CH2:28][CH2:27][NH2+:26][CH2:25][CH2:24]2)=[O:22])=[C:11]([CH2:32][CH3:33])[CH:10]=1.CC([O-])=[O:36].[Na+]. Given the product [F:1][C:2]([F:7])([F:6])[C:3]([O-:5])=[O:4].[CH2:32]([C:11]1[C:12]([CH2:15][C:16]2[CH:17]=[CH:18][C:19]([F:31])=[C:20]([CH:30]=2)[C:21]([N:23]2[CH2:29][CH2:28][CH2:27][NH2+:26][CH2:25][CH2:24]2)=[O:22])=[N:13][NH:14][C:9](=[O:36])[CH:10]=1)[CH3:33], predict the reactants needed to synthesize it. (6) Given the product [N+:7]([C:10]1[CH:11]=[C:12]([CH:16]=[CH:17][C:18]=1[CH2:19][CH3:20])[C:13]([NH:26][C:27]1[CH:32]=[CH:31][CH:30]=[CH:29][CH:28]=1)=[O:15])([O-:9])=[O:8], predict the reactants needed to synthesize it. The reactants are: C(Cl)(=O)C(Cl)=O.[N+:7]([C:10]1[CH:11]=[C:12]([CH:16]=[CH:17][C:18]=1[CH2:19][CH3:20])[C:13]([OH:15])=O)([O-:9])=[O:8].CN(C=O)C.[NH2:26][C:27]1[CH:32]=[CH:31][CH:30]=[CH:29][CH:28]=1.